This data is from Peptide-MHC class I binding affinity with 185,985 pairs from IEDB/IMGT. The task is: Regression. Given a peptide amino acid sequence and an MHC pseudo amino acid sequence, predict their binding affinity value. This is MHC class I binding data. (1) The peptide sequence is STLTSYLL. The MHC is H-2-Db with pseudo-sequence H-2-Db. The binding affinity (normalized) is 0. (2) The peptide sequence is ETQSGALEVL. The MHC is HLA-A02:02 with pseudo-sequence HLA-A02:02. The binding affinity (normalized) is 0.207. (3) The peptide sequence is SEIDLILGY. The MHC is HLA-B40:02 with pseudo-sequence HLA-B40:02. The binding affinity (normalized) is 0.502. (4) The MHC is HLA-A02:03 with pseudo-sequence HLA-A02:03. The peptide sequence is SPRTLNAWV. The binding affinity (normalized) is 0. (5) The peptide sequence is ALCEALTLA. The MHC is HLA-A02:01 with pseudo-sequence HLA-A02:01. The binding affinity (normalized) is 0.666. (6) The peptide sequence is LTGTFVTAFI. The MHC is HLA-A02:03 with pseudo-sequence HLA-A02:03. The binding affinity (normalized) is 0.409. (7) The peptide sequence is YYTEDQGQF. The MHC is HLA-A24:03 with pseudo-sequence HLA-A24:03. The binding affinity (normalized) is 0.947. (8) The peptide sequence is KAALDLSHFL. The MHC is HLA-B15:03 with pseudo-sequence HLA-B15:03. The binding affinity (normalized) is 0.164.